From a dataset of Reaction yield outcomes from USPTO patents with 853,638 reactions. Predict the reaction yield, written as a fraction of the theoretical maximum amount of product (1.0 means a 100% yield; for example, 0.34 means a 34% yield). (1) The reactants are Cl.[CH3:2][O:3][C:4]1[CH:9]=[CH:8][C:7]([NH:10][NH2:11])=[CH:6][CH:5]=1.C(N(CC)CC)C.[C:19]([CH2:25][C:26]#[N:27])(=O)[C:20]([CH3:23])([CH3:22])[CH3:21]. The catalyst is C1(C)C=CC=CC=1. The product is [C:20]([C:19]1[CH:25]=[C:26]([NH2:27])[N:10]([C:7]2[CH:8]=[CH:9][C:4]([O:3][CH3:2])=[CH:5][CH:6]=2)[N:11]=1)([CH3:23])([CH3:22])[CH3:21]. The yield is 0.700. (2) The reactants are Br[C:2]1[CH:19]=[CH:18][C:5]([CH2:6][N:7]2[C:11]3[CH:12]=[CH:13][CH:14]=[CH:15][C:10]=3[N:9]([CH3:16])[C:8]2=[NH:17])=[CH:4][CH:3]=1.C1C=CC(P(C2C(C3C(P(C4C=CC=CC=4)C4C=CC=CC=4)=CC=C4C=3C=CC=C4)=C3C(C=CC=C3)=CC=2)C2C=CC=CC=2)=CC=1.[C:66]1([C:79]2[CH:84]=[CH:83][CH:82]=[CH:81][CH:80]=2)[CH:71]=[CH:70][CH:69]=[CH:68][C:67]=1[CH2:72][N:73]1[CH2:78][CH2:77][NH:76][CH2:75][CH2:74]1.C([O-])([O-])=O.[Cs+].[Cs+]. The catalyst is C1(C)C=CC=CC=1.CC([O-])=O.CC([O-])=O.[Pd+2]. The product is [C:66]1([C:79]2[CH:84]=[CH:83][CH:82]=[CH:81][CH:80]=2)[CH:71]=[CH:70][CH:69]=[CH:68][C:67]=1[CH2:72][N:73]1[CH2:74][CH2:75][N:76]([C:2]2[CH:19]=[CH:18][C:5]([CH2:6][N:7]3[C:11]4[CH:12]=[CH:13][CH:14]=[CH:15][C:10]=4[N:9]([CH3:16])[C:8]3=[NH:17])=[CH:4][CH:3]=2)[CH2:77][CH2:78]1. The yield is 0.120. (3) The reactants are Br[C:2]1[CH:7]=[CH:6][C:5]([Br:8])=[CH:4][N:3]=1.[CH3:9][C:10]1[O:14][C:13]([C:15]2[CH:20]=[CH:19][CH:18]=[CH:17][CH:16]=2)=[N:12][C:11]=1[CH2:21][CH2:22][OH:23].CC(C)([O-])C.[K+]. The catalyst is O1CCCC1. The product is [Br:8][C:5]1[CH:6]=[CH:7][C:2]([O:23][CH2:22][CH2:21][C:11]2[N:12]=[C:13]([C:15]3[CH:20]=[CH:19][CH:18]=[CH:17][CH:16]=3)[O:14][C:10]=2[CH3:9])=[N:3][CH:4]=1. The yield is 0.830. (4) The reactants are [CH3:1][C:2]1[CH:7]=[C:6]([O:8][C:9]2[CH:14]=[CH:13][CH:12]=[CH:11][CH:10]=2)[CH:5]=[CH:4][C:3]=1[C:15]1[CH:20]=[CH:19][CH:18]=[CH:17][CH:16]=1.C1C(=O)N(Br)C(=[O:24])C1.N(C(C)(C)C#N)=NC(C)(C)C#N.O. The catalyst is C(Cl)(Cl)(Cl)Cl.CC(=O)CC.[N+]([O-])([O-])=O.[Ag+]. The product is [O:8]([C:6]1[CH:5]=[CH:4][C:3]([C:15]2[CH:20]=[CH:19][CH:18]=[CH:17][CH:16]=2)=[C:2]([CH:7]=1)[CH:1]=[O:24])[C:9]1[CH:14]=[CH:13][CH:12]=[CH:11][CH:10]=1. The yield is 0.850. (5) The reactants are [NH2:1][C:2]1[S:3][C:4]2[CH:10]=[CH:9][CH:8]=[C:7]([O:11][CH3:12])[C:5]=2[N:6]=1.[OH:13][C:14]1[N:19]=[C:18]([C:20](Cl)=[O:21])[CH:17]=[CH:16][CH:15]=1. No catalyst specified. The product is [CH3:12][O:11][C:7]1[C:5]2[N:6]=[C:2]([NH:1][C:20]([C:18]3[CH:17]=[CH:16][CH:15]=[C:14]([OH:13])[N:19]=3)=[O:21])[S:3][C:4]=2[CH:10]=[CH:9][CH:8]=1. The yield is 0.0500. (6) The reactants are [F:1][C:2]1[CH:3]=[C:4](B(O)O)[CH:5]=[CH:6][CH:7]=1.[Br:11][C:12]1[CH:17]=[CH:16][CH:15]=[CH:14][C:13]=1[OH:18].CCN(CC)CC. The catalyst is C(Cl)Cl.CC([O-])=O.CC([O-])=O.[Cu+2]. The product is [F:1][C:2]1[CH:3]=[C:4]([CH:5]=[CH:6][CH:7]=1)[O:18][C:13]1[CH:14]=[CH:15][CH:16]=[CH:17][C:12]=1[Br:11]. The yield is 0.480. (7) The reactants are CC(C)([O-])C.[K+].[F:7][C:8]([F:17])([F:16])[C:9]1[CH:10]=[C:11]([OH:15])[CH:12]=[CH:13][CH:14]=1.[CH2:18]([O:20][C:21](=[O:26])[CH:22]=[C:23](Cl)[CH3:24])[CH3:19]. The catalyst is O1CCCC1. The product is [CH2:18]([O:20][C:21](=[O:26])/[CH:22]=[C:23](/[O:15][C:11]1[CH:12]=[CH:13][CH:14]=[C:9]([C:8]([F:16])([F:17])[F:7])[CH:10]=1)\[CH3:24])[CH3:19]. The yield is 0.630. (8) The reactants are Cl[CH:2]([CH:15]1[CH2:20][CH2:19][CH2:18][CH2:17][CH2:16]1)[C:3]1[CH:4]=[C:5]([CH:10]2[O:14]CCO2)[S:6][C:7]=1[CH2:8][CH3:9].[NH2:21][C:22]1[CH:31]=[CH:30][C:25]([C:26]([O:28][CH3:29])=[O:27])=[CH:24][CH:23]=1.[I-].[Na+].Cl. The catalyst is O1CCCC1.O.CN(C)C(=O)C. The product is [CH:15]1([CH:2]([NH:21][C:22]2[CH:23]=[CH:24][C:25]([C:26]([O:28][CH3:29])=[O:27])=[CH:30][CH:31]=2)[C:3]2[CH:4]=[C:5]([CH:10]=[O:14])[S:6][C:7]=2[CH2:8][CH3:9])[CH2:16][CH2:17][CH2:18][CH2:19][CH2:20]1. The yield is 0.540. (9) The reactants are [C:1]1([S:7]([C:10]2[CH:11]=[C:12]3[C:16](=[CH:17][CH:18]=2)[NH:15][CH:14]=[C:13]3[CH2:19][CH2:20][NH:21][C:22](=[O:28])[O:23][C:24]([CH3:27])([CH3:26])[CH3:25])(=[O:9])=[O:8])[CH:6]=[CH:5][CH:4]=[CH:3][CH:2]=1.[C:29]([O-])([O-])=O.[Cs+].[Cs+].S(OC)(OC)(=O)=O. The catalyst is CC(C)=O. The product is [CH3:29][N:15]1[C:16]2[C:12](=[CH:11][C:10]([S:7]([C:1]3[CH:2]=[CH:3][CH:4]=[CH:5][CH:6]=3)(=[O:8])=[O:9])=[CH:18][CH:17]=2)[C:13]([CH2:19][CH2:20][NH:21][C:22](=[O:28])[O:23][C:24]([CH3:25])([CH3:27])[CH3:26])=[CH:14]1. The yield is 0.680.